This data is from Full USPTO retrosynthesis dataset with 1.9M reactions from patents (1976-2016). The task is: Predict the reactants needed to synthesize the given product. (1) The reactants are: [CH2:1]([O:3][C:4]([C:6]1[NH:7][C:8]([CH3:11])=[CH:9][CH:10]=1)=[O:5])[CH3:2].[CH3:12][O:13][C:14]1[CH:19]=[CH:18][C:17]([CH2:20][C:21](Cl)=[O:22])=[CH:16][CH:15]=1. Given the product [CH2:1]([O:3][C:4]([C:6]1[NH:7][C:8]([CH3:11])=[C:9]([C:21](=[O:22])[CH2:20][C:17]2[CH:18]=[CH:19][C:14]([O:13][CH3:12])=[CH:15][CH:16]=2)[CH:10]=1)=[O:5])[CH3:2], predict the reactants needed to synthesize it. (2) Given the product [OH:9][CH2:8][C@H:4]1[CH2:5][CH2:6][CH2:7][C@H:2]([N:1]2[C:20](=[O:21])[C:19]3[C:18](=[CH:26][CH:25]=[CH:24][CH:23]=3)[C:17]2=[O:22])[CH2:3]1, predict the reactants needed to synthesize it. The reactants are: [NH2:1][C@H:2]1[CH2:7][CH2:6][CH2:5][C@H:4]([CH2:8][OH:9])[CH2:3]1.C(N(CC)CC)C.[C:17]1(=O)[O:22][C:20](=[O:21])[C:19]2=[CH:23][CH:24]=[CH:25][CH:26]=[C:18]12. (3) Given the product [CH3:30][O:29][C:26]1[CH:27]=[CH:28][C:23]([CH2:22][N:8]2[C:3]3[C:2](=[CH:7][CH:6]=[CH:5][CH:4]=3)[C:11]3([CH2:12][N:13]([C:15]([O:17][C:18]([CH3:20])([CH3:21])[CH3:19])=[O:16])[CH2:14]3)[C:9]2=[O:10])=[CH:24][CH:25]=1, predict the reactants needed to synthesize it. The reactants are: Br[C:2]1[CH:7]=[CH:6][CH:5]=[CH:4][C:3]=1[N:8]([CH2:22][C:23]1[CH:28]=[CH:27][C:26]([O:29][CH3:30])=[CH:25][CH:24]=1)[C:9]([CH:11]1[CH2:14][N:13]([C:15]([O:17][C:18]([CH3:21])([CH3:20])[CH3:19])=[O:16])[CH2:12]1)=[O:10].C(O[Na])(C)(C)C. (4) Given the product [CH3:19][O:18][C:12]1[CH:11]=[C:10]([CH:15]=[CH:14][C:13]=1[O:16][CH3:17])[CH2:9][NH:8][C:6]1[N:5]2[N:20]=[C:21]([C:23]3[O:24][CH:25]=[CH:26][CH:27]=3)[N:22]=[C:4]2[CH:3]=[C:2]([C:37]#[C:36][C:31]2([OH:30])[CH2:35][CH2:34][CH2:33][CH2:32]2)[N:7]=1, predict the reactants needed to synthesize it. The reactants are: Cl[C:2]1[N:7]=[C:6]([NH:8][CH2:9][C:10]2[CH:15]=[CH:14][C:13]([O:16][CH3:17])=[C:12]([O:18][CH3:19])[CH:11]=2)[N:5]2[N:20]=[C:21]([C:23]3[O:24][CH:25]=[CH:26][CH:27]=3)[N:22]=[C:4]2[CH:3]=1.C[Si](C)(C)[O:30][C:31]1([C:36]#[C:37][Sn](CCCC)(CCCC)CCCC)[CH2:35][CH2:34][CH2:33][CH2:32]1.C1COCC1.[F-].C([N+](CCCC)(CCCC)CCCC)CCC. (5) Given the product [NH:1]1[C:9]2[C:4](=[CH:5][CH:6]=[CH:7][CH:8]=2)[C:3]([CH2:10][CH2:11][C:12]([NH:15][C:16]2[CH:17]=[C:18]([CH:22]=[CH:23][CH:24]=2)[C:19]([NH2:21])=[O:20])=[O:14])=[CH:2]1, predict the reactants needed to synthesize it. The reactants are: [NH:1]1[C:9]2[C:4](=[CH:5][CH:6]=[CH:7][CH:8]=2)[C:3]([CH2:10][CH2:11][C:12]([OH:14])=O)=[CH:2]1.[NH2:15][C:16]1[CH:17]=[C:18]([CH:22]=[CH:23][CH:24]=1)[C:19]([NH2:21])=[O:20].C1CN([P+](ON2N=NC3C=CC=CC2=3)(N2CCCC2)N2CCCC2)CC1.F[P-](F)(F)(F)(F)F.CCN(C(C)C)C(C)C.